This data is from Full USPTO retrosynthesis dataset with 1.9M reactions from patents (1976-2016). The task is: Predict the reactants needed to synthesize the given product. Given the product [Cl:35][C:32]1[CH:33]=[CH:34][C:29]([CH2:28][N:15]2[C:14](=[O:24])[C@@H:13]([NH:12][C:11](=[O:25])[C@@H:10]([NH:2][CH3:3])[CH3:26])[CH2:19][O:18][C:17]3[CH:20]=[CH:21][CH:22]=[CH:23][C:16]2=3)=[CH:30][CH:31]=1, predict the reactants needed to synthesize it. The reactants are: C[N:2]([C@@H:10]([CH3:26])[C:11](=[O:25])[NH:12][C@H:13]1[CH2:19][O:18][C:17]2[CH:20]=[CH:21][CH:22]=[CH:23][C:16]=2[NH:15][C:14]1=[O:24])[C:3](=O)OC(C)(C)C.Br[CH2:28][C:29]1[CH:34]=[CH:33][C:32]([Cl:35])=[CH:31][CH:30]=1.